Dataset: Catalyst prediction with 721,799 reactions and 888 catalyst types from USPTO. Task: Predict which catalyst facilitates the given reaction. (1) Reactant: [C:1](Cl)(Cl)=[O:2].N1C=CC=CC=1.[N:11]1[CH:16]=[CH:15][C:14]([O:17][C:18]2[CH:24]=[CH:23][C:21]([NH2:22])=[CH:20][CH:19]=2)=[CH:13][CH:12]=1.[NH2:25][C:26]1[N:30](C(OC(C)(C)C)=O)[N:29]=[C:28]([C:38]([CH3:41])([CH3:40])[CH3:39])[CH:27]=1. Product: [C:38]([C:28]1[CH:27]=[C:26]([NH:25][C:1]([NH:22][C:21]2[CH:23]=[CH:24][C:18]([O:17][C:14]3[CH:13]=[CH:12][N:11]=[CH:16][CH:15]=3)=[CH:19][CH:20]=2)=[O:2])[NH:30][N:29]=1)([CH3:41])([CH3:40])[CH3:39]. The catalyst class is: 473. (2) The catalyst class is: 1. Product: [CH3:1][C@H:2]1[NH:3][CH2:4][CH2:5][N:6]([C:8]([O:10][C:11]([CH3:14])([CH3:13])[CH3:12])=[O:9])[CH2:7]1. Reactant: [CH3:1][C@@H:2]1[CH2:7][NH:6][CH2:5][CH2:4][NH:3]1.[C:8](O[C:8]([O:10][C:11]([CH3:14])([CH3:13])[CH3:12])=[O:9])([O:10][C:11]([CH3:14])([CH3:13])[CH3:12])=[O:9]. (3) Reactant: C(O)(=O)C.O.[NH2:6]N.C[N:9]([CH3:12])[CH:10]=[N-:11].[CH3:13][O:14][C:15]1[CH:16]=[C:17]2[C:21](=[CH:22][C:23]=1[O:24][CH3:25])[NH:20][C:19](C(O)=O)=[C:18]2[C:29]1[CH:34]=[CH:33][C:32]([O:35][CH3:36])=[CH:31][CH:30]=1. The catalyst class is: 2. Product: [CH3:13][O:14][C:15]1[CH:16]=[C:17]2[C:21](=[CH:22][C:23]=1[O:24][CH3:25])[NH:20][C:19]([C:12]1[NH:6][N:11]=[CH:10][N:9]=1)=[C:18]2[C:29]1[CH:34]=[CH:33][C:32]([O:35][CH3:36])=[CH:31][CH:30]=1. (4) The catalyst class is: 4. Product: [Br:1][C:2]1[CH:3]=[CH:4][C:5]([Cl:11])=[C:6]([CH:10]=1)[C:7]([C:20]1[CH:19]=[CH:18][C:17]2[O:12][CH2:13][CH2:14][N:15]([C:22](=[O:27])[C:23]([F:25])([F:24])[F:26])[C:16]=2[CH:21]=1)=[O:8]. Reactant: [Br:1][C:2]1[CH:3]=[CH:4][C:5]([Cl:11])=[C:6]([CH:10]=1)[C:7](Cl)=[O:8].[O:12]1[C:17]2[CH:18]=[CH:19][CH:20]=[CH:21][C:16]=2[N:15]([C:22](=[O:27])[C:23]([F:26])([F:25])[F:24])[CH2:14][CH2:13]1.[Al+3].[Cl-].[Cl-].[Cl-]. (5) Reactant: [NH2:1][C@H:2]([C:34]1[CH:39]=[CH:38][CH:37]=[CH:36][CH:35]=1)[CH2:3][N:4]1[C:9](=[O:10])[C:8]([C:11]2[CH:16]=[CH:15][CH:14]=[C:13]([O:17][CH3:18])[C:12]=2[F:19])=[C:7]([CH3:20])[N:6]([CH2:21][C:22]2[C:27]([C:28]([F:31])([F:30])[F:29])=[CH:26][CH:25]=[CH:24][C:23]=2[F:32])[C:5]1=[O:33].C(N(C(C)C)CC)(C)C.Br[CH2:50][CH2:51][CH2:52][C:53]#[N:54]. Product: [C:53]([CH2:52][CH2:51][CH2:50][NH:1][C@H:2]([C:34]1[CH:39]=[CH:38][CH:37]=[CH:36][CH:35]=1)[CH2:3][N:4]1[C:9](=[O:10])[C:8]([C:11]2[CH:16]=[CH:15][CH:14]=[C:13]([O:17][CH3:18])[C:12]=2[F:19])=[C:7]([CH3:20])[N:6]([CH2:21][C:22]2[C:27]([C:28]([F:29])([F:31])[F:30])=[CH:26][CH:25]=[CH:24][C:23]=2[F:32])[C:5]1=[O:33])#[N:54]. The catalyst class is: 10.